Dataset: Full USPTO retrosynthesis dataset with 1.9M reactions from patents (1976-2016). Task: Predict the reactants needed to synthesize the given product. (1) Given the product [F:20][C:17]1[CH:16]=[CH:15][C:14]([CH2:13][O:12][CH2:11][C@H:9]([NH2:8])[CH3:10])=[CH:19][CH:18]=1, predict the reactants needed to synthesize it. The reactants are: C(OC([NH:8][C@@H:9]([CH2:11][O:12][CH2:13][C:14]1[CH:19]=[CH:18][C:17]([F:20])=[CH:16][CH:15]=1)[CH3:10])=O)(C)(C)C.FC(F)(F)C(O)=O. (2) Given the product [CH3:10][N:11]1[C:8]([NH2:9])=[C:3]2[C:2]([CH2:7][CH2:6][CH2:5][CH2:4]2)=[N:12]1, predict the reactants needed to synthesize it. The reactants are: O=[C:2]1[CH2:7][CH2:6][CH2:5][CH2:4][CH:3]1[C:8]#[N:9].[CH3:10][NH:11][NH2:12]. (3) Given the product [C:10]([NH:32][CH:33]1[CH2:38][CH2:4][C:5](=[O:7])[NH:30][C:34]1=[O:54])(=[O:22])[CH2:11][CH2:12][CH2:13][CH2:14][CH2:15][CH2:16][CH2:17][CH2:18][CH:19]=[CH2:20], predict the reactants needed to synthesize it. The reactants are: [H][H].F[C:4](F)(F)[C:5]([OH:7])=O.[C:10]([OH:22])(=O)[CH2:11][CH2:12][CH2:13][CH2:14][CH2:15][CH2:16][CH2:17][CH2:18][CH:19]=[CH2:20].F[P-](F)(F)(F)(F)F.[N:30]1(O[P+](N(C)C)(N(C)C)N(C)C)[C:34]2C=CC=[CH:38][C:33]=2[N:32]=N1.CN(C=[O:54])C. (4) Given the product [Cl:56][C:55]([Cl:58])([Cl:57])[C:59](=[NH:60])[O:7][CH:6]1[O:16][C@H:17]([CH2:28][O:29][C:30]([C:31]2[CH:36]=[CH:35][CH:34]=[CH:33][CH:32]=2)([C:43]2[CH:44]=[CH:45][CH:46]=[CH:47][CH:48]=2)[C:37]2[CH:38]=[CH:39][CH:40]=[CH:41][CH:42]=2)[C@H:18]([O:24][CH2:25][CH:26]=[CH2:27])[C@H:19]([O:20][CH2:21][CH:22]=[CH2:23])[C@H:5]1[O:4][CH2:1][CH:2]=[CH2:3], predict the reactants needed to synthesize it. The reactants are: [CH2:1]([O:4][C@@H:5]1[C@@H:19]([O:20][CH2:21][CH:22]=[CH2:23])[C@@H:18]([O:24][CH2:25][CH:26]=[CH2:27])[C@@H:17]([CH2:28][O:29][C:30]([C:43]2[CH:48]=[CH:47][CH:46]=[CH:45][CH:44]=2)([C:37]2[CH:42]=[CH:41][CH:40]=[CH:39][CH:38]=2)[C:31]2[CH:36]=[CH:35][CH:34]=[CH:33][CH:32]=2)[O:16][C@@H:6]1[O:7]C1C=CC(OC)=CC=1)[CH:2]=[CH2:3].[N+]([O-])([O-])=O.[NH4+].[Ce].[C:55]([C:59]#[N:60])([Cl:58])([Cl:57])[Cl:56].C([O-])([O-])=O.[K+].[K+]. (5) Given the product [CH3:1][S:2]([OH:5])(=[O:4])=[O:3].[S:6]1[C:10]2[CH:11]=[CH:12][CH:13]=[CH:14][C:9]=2[C:8]([N:15]2[CH2:16][CH2:17][N:18]([CH2:21][CH2:22][C:23]3[CH:24]=[C:25]4[C:30](=[C:31]([CH3:34])[C:32]=3[Cl:33])[NH:29][C:28](=[O:35])[CH2:27][C:26]4([CH3:37])[CH3:36])[CH2:19][CH2:20]2)=[N:7]1, predict the reactants needed to synthesize it. The reactants are: [CH3:1][S:2]([OH:5])(=[O:4])=[O:3].[S:6]1[C:10]2[CH:11]=[CH:12][CH:13]=[CH:14][C:9]=2[C:8]([N:15]2[CH2:20][CH2:19][N:18]([CH2:21][CH2:22][C:23]3[CH:24]=[C:25]4[C:30](=[C:31]([CH3:34])[C:32]=3[Cl:33])[NH:29][C:28](=[O:35])[CH2:27][C:26]4([CH3:37])[CH3:36])[CH2:17][CH2:16]2)=[N:7]1. (6) Given the product [CH2:26]([O:25][C:23](=[O:24])[CH2:22][O:20][C:17]1[CH:18]=[CH:19][C:14]([O:13][CH:10]2[CH2:11][CH2:12][N:8]([C:6]([O:5][C:1]([CH3:4])([CH3:2])[CH3:3])=[O:7])[CH2:9]2)=[CH:15][CH:16]=1)[CH3:27], predict the reactants needed to synthesize it. The reactants are: [C:1]([O:5][C:6]([N:8]1[CH2:12][CH2:11][CH:10]([O:13][C:14]2[CH:19]=[CH:18][C:17]([OH:20])=[CH:16][CH:15]=2)[CH2:9]1)=[O:7])([CH3:4])([CH3:3])[CH3:2].Br[CH2:22][C:23]([O:25][CH2:26][CH3:27])=[O:24].[H-].[Na+]. (7) Given the product [O:4]1[C:5]2([CH2:10][CH2:9][C:8]([CH2:11][C:12]([NH:18][C:17]3[C:19]([O:23][CH3:24])=[CH:20][CH:21]=[CH:22][C:16]=3[I:15])=[O:14])=[CH:7][CH2:6]2)[O:1][CH2:2][CH2:3]1, predict the reactants needed to synthesize it. The reactants are: [O:1]1[C:5]2([CH2:10][CH2:9][C:8]([CH2:11][C:12]([OH:14])=O)=[CH:7][CH2:6]2)[O:4][CH2:3][CH2:2]1.[I:15][C:16]1[CH:22]=[CH:21][CH:20]=[C:19]([O:23][CH3:24])[C:17]=1[NH2:18].[I-].ClC1C=CC=C[N+]=1C.C(N(CC)CC)C. (8) Given the product [CH3:1][O:2][C:3]([C:5]1[C:6]2[C:7]([Cl:18])=[N:8][N:9]([CH2:14][CH:15]([CH3:17])[CH3:16])[C:10]=2[CH:11]=[CH:12][CH:13]=1)=[O:4], predict the reactants needed to synthesize it. The reactants are: [CH3:1][O:2][C:3]([C:5]1[C:6]2[CH:7]=[N:8][N:9]([CH2:14][CH:15]([CH3:17])[CH3:16])[C:10]=2[CH:11]=[CH:12][CH:13]=1)=[O:4].[Cl:18]N1C(=O)CCC1=O.O. (9) Given the product [O:10]1[C:9]2([CH2:14][CH2:15][CH:6]([CH:4]=[O:3])[CH2:7][CH2:8]2)[O:13][CH2:12][CH2:11]1, predict the reactants needed to synthesize it. The reactants are: C([O:3][C:4]([CH:6]1[CH2:15][CH2:14][C:9]2([O:13][CH2:12][CH2:11][O:10]2)[CH2:8][CH2:7]1)=O)C.[H-].C([Al+]CC(C)C)C(C)C.